Dataset: Full USPTO retrosynthesis dataset with 1.9M reactions from patents (1976-2016). Task: Predict the reactants needed to synthesize the given product. (1) Given the product [Cl:15][C:12]1[CH:13]=[CH:14][C:9]([NH:8][C:5]2[N:6]=[CH:7][C:2]([B:25]([OH:26])[OH:24])=[CH:3][CH:4]=2)=[CH:10][CH:11]=1, predict the reactants needed to synthesize it. The reactants are: Br[C:2]1[CH:3]=[CH:4][C:5]([NH:8][C:9]2[CH:14]=[CH:13][C:12]([Cl:15])=[CH:11][CH:10]=2)=[N:6][CH:7]=1.[Li]CCCC.C([O:24][B:25](OC(C)C)[O:26]C(C)C)(C)C.O. (2) Given the product [CH2:10]([O:17][C:18]1[CH:19]=[C:20]2[C:25](=[CH:26][C:27]=1[O:28][CH3:29])[CH2:24][NH:23][CH2:22][CH:21]2[O:5][CH3:3])[C:11]1[CH:12]=[CH:13][CH:14]=[CH:15][CH:16]=1, predict the reactants needed to synthesize it. The reactants are: CO.[C:3](Cl)(=[O:5])C.C(Cl)Cl.[CH2:10]([O:17][C:18]1[CH:19]=[C:20]2[C:25](=[CH:26][C:27]=1[O:28][CH3:29])[CH:24]=[N:23][CH:22]=[CH:21]2)[C:11]1[CH:16]=[CH:15][CH:14]=[CH:13][CH:12]=1.